Dataset: Full USPTO retrosynthesis dataset with 1.9M reactions from patents (1976-2016). Task: Predict the reactants needed to synthesize the given product. (1) Given the product [C:45]([C:44]1[N:43]([CH3:47])[N:42]=[CH:41][C:40]=1[C:26]1[CH:25]=[CH:24][C:23]([C:22]([N:8]([C:3]2[C:2]([CH3:1])=[CH:7][CH:6]=[CH:5][N:4]=2)[C@@H:9]2[CH2:14][CH2:13][CH2:12][N:11]([C:15]([O:17][C:18]([CH3:21])([CH3:20])[CH3:19])=[O:16])[CH2:10]2)=[O:38])=[CH:28][CH:27]=1)#[N:46], predict the reactants needed to synthesize it. The reactants are: [CH3:1][C:2]1[C:3]([N:8]([C:22](=[O:38])[C:23]2[CH:28]=[CH:27][C:26](B3OC(C)(C)C(C)(C)O3)=[CH:25][CH:24]=2)[C@@H:9]2[CH2:14][CH2:13][CH2:12][N:11]([C:15]([O:17][C:18]([CH3:21])([CH3:20])[CH3:19])=[O:16])[CH2:10]2)=[N:4][CH:5]=[CH:6][CH:7]=1.I[C:40]1[CH:41]=[N:42][N:43]([CH3:47])[C:44]=1[C:45]#[N:46].CC(C1C=C(C(C)C)C(C2C=CC=CC=2P(C2CCCCC2)C2CCCCC2)=C(C(C)C)C=1)C.C([O-])([O-])=O.[Na+].[Na+]. (2) Given the product [O:15]1[C:14]2[CH:18]=[CH:19][C:11]([C:7]3[NH:6][C:5]4[N:4]([N:3]=[C:2]([NH:1][C:34](=[O:38])[CH:35]([CH3:37])[CH3:36])[C:20]=4[C:21]4[CH:26]=[CH:25][CH:24]=[CH:23][N:22]=4)[C:9](=[O:10])[CH:8]=3)=[CH:12][C:13]=2[O:17][CH2:16]1, predict the reactants needed to synthesize it. The reactants are: [NH2:1][C:2]1[C:20]([C:21]2[CH:26]=[CH:25][CH:24]=[CH:23][N:22]=2)=[C:5]2[NH:6][C:7]([C:11]3[CH:19]=[CH:18][C:14]4[O:15][CH2:16][O:17][C:13]=4[CH:12]=3)=[CH:8][C:9](=[O:10])[N:4]2[N:3]=1.C(N(CC)CC)C.[C:34](Cl)(=[O:38])[CH:35]([CH3:37])[CH3:36]. (3) Given the product [CH2:8]([O:10][C:11](=[O:28])[CH2:12][CH:13]([C@@H:14]1[CH2:18][C:17]([F:20])([F:19])[CH2:16][N:15]1[C:21]([O:23][C:24]([CH3:27])([CH3:26])[CH3:25])=[O:22])[CH3:2])[CH3:9], predict the reactants needed to synthesize it. The reactants are: [Li][CH3:2].C[Si](Cl)(C)C.[CH2:8]([O:10][C:11](=[O:28])[CH:12]=[CH:13][C@@H:14]1[CH2:18][C:17]([F:20])([F:19])[CH2:16][N:15]1[C:21]([O:23][C:24]([CH3:27])([CH3:26])[CH3:25])=[O:22])[CH3:9]. (4) Given the product [CH3:21][O:20][C:15]1[CH:16]=[CH:17][CH:18]=[CH:19][C:14]=1[NH:13][S:12]([C:8]1[CH:7]=[C:6]([CH:5]=[CH:4][C:3]([OH:24])=[O:2])[CH:11]=[CH:10][CH:9]=1)(=[O:22])=[O:23], predict the reactants needed to synthesize it. The reactants are: C[O:2][C:3](=[O:24])[CH:4]=[CH:5][C:6]1[CH:11]=[CH:10][CH:9]=[C:8]([S:12](=[O:23])(=[O:22])[NH:13][C:14]2[CH:19]=[CH:18][CH:17]=[CH:16][C:15]=2[O:20][CH3:21])[CH:7]=1.CO. (5) Given the product [ClH:32].[ClH:32].[CH3:1][O:2][CH2:3][CH2:4][N:5]1[CH2:9][C@@H:8]([C:10]2[CH:15]=[CH:14][CH:13]=[C:12]([C:16]([F:17])([F:18])[F:19])[CH:11]=2)[C@H:7]([NH2:20])[CH2:6]1, predict the reactants needed to synthesize it. The reactants are: [CH3:1][O:2][CH2:3][CH2:4][N:5]1[CH2:9][C@@H:8]([C:10]2[CH:15]=[CH:14][CH:13]=[C:12]([C:16]([F:19])([F:18])[F:17])[CH:11]=2)[C@H:7]([NH:20]C(=O)OC(C)(C)C)[CH2:6]1.CC(O)C.[ClH:32]. (6) Given the product [CH3:15][C:16]1([CH2:17][CH3:18])[NH:13][C:9](=[O:12])[NH:7][C:6]1=[O:2], predict the reactants needed to synthesize it. The reactants are: S(=O)(O)[O-:2].[Na+].[C-:6]#[N:7].[Na+].[C:9](=[O:12])([O-])[O-].[NH4+:13].[NH4+].[CH3:15][C:16](=O)[CH2:17][CH3:18].